From a dataset of Reaction yield outcomes from USPTO patents with 853,638 reactions. Predict the reaction yield, written as a fraction of the theoretical maximum amount of product (1.0 means a 100% yield; for example, 0.34 means a 34% yield). (1) The reactants are [O:1]1[CH2:4][CH:3]([N:5]2[CH2:10][CH2:9][N:8]([CH2:11][CH2:12][NH:13]C(=O)OC(C)(C)C)[CH2:7][CH2:6]2)[CH2:2]1.C(O)(C(F)(F)F)=O. The catalyst is C(Cl)Cl. The product is [O:1]1[CH2:2][CH:3]([N:5]2[CH2:10][CH2:9][N:8]([CH2:11][CH2:12][NH2:13])[CH2:7][CH2:6]2)[CH2:4]1. The yield is 0.930. (2) The reactants are [CH3:1][O:2][C:3](=[O:11])[C:4]1[CH:9]=[CH:8][C:7](I)=[CH:6][CH:5]=1.C(=O)([O-])[O-].[Na+].[Na+].[CH3:18][S:19][C:20]1[CH:25]=[CH:24][CH:23]=[CH:22][C:21]=1B(O)O. The catalyst is CO.C([O-])(=O)C.[Pd+2].C([O-])(=O)C. The product is [CH3:1][O:2][C:3]([C:4]1[CH:9]=[CH:8][C:7]([C:21]2[CH:22]=[CH:23][CH:24]=[CH:25][C:20]=2[S:19][CH3:18])=[CH:6][CH:5]=1)=[O:11]. The yield is 0.810. (3) The reactants are C(OC([N:8]1[CH2:13][CH2:12][CH:11]([C:14]2[CH:19]=[CH:18][CH:17]=[C:16]([F:20])[C:15]=2[Cl:21])[CH2:10][CH2:9]1)=O)(C)(C)C.Cl. The catalyst is C(Cl)Cl.CCOCC. The product is [ClH:21].[Cl:21][C:15]1[C:16]([F:20])=[CH:17][CH:18]=[CH:19][C:14]=1[CH:11]1[CH2:12][CH2:13][NH:8][CH2:9][CH2:10]1. The yield is 0.740. (4) The reactants are [N:1]([CH2:4][CH2:5][NH2:6])=[N+:2]=[N-:3].C(N(CC)CC)C.[C:14](Cl)(=[O:28])[CH2:15][CH2:16][CH2:17][CH2:18][CH2:19][CH2:20][CH2:21][CH2:22][CH2:23][CH2:24][CH2:25][CH2:26][CH3:27]. The catalyst is C(Cl)Cl. The product is [N:1]([CH2:4][CH2:5][NH:6][C:14](=[O:28])[CH2:15][CH2:16][CH2:17][CH2:18][CH2:19][CH2:20][CH2:21][CH2:22][CH2:23][CH2:24][CH2:25][CH2:26][CH3:27])=[N+:2]=[N-:3]. The yield is 0.790. (5) The reactants are [C:1]([C:3]([NH:9][C:10]([C:12]1[CH:17]=[C:16]([O:18][CH2:19][C:20]([F:23])([F:22])[F:21])[C:15]([CH:24]2[CH2:26][CH2:25]2)=[CH:14][N:13]=1)=[O:11])([CH3:8])[CH2:4][CH:5]1[CH2:7][CH2:6]1)#[N:2].[Cl-].[NH4+].[N-:29]=[N+:30]=[N-:31].[Na+].N([O-])=O.[Na+].Cl. The catalyst is CN(C=O)C.C(OCC)(=O)C. The product is [CH:24]1([C:15]2[C:16]([O:18][CH2:19][C:20]([F:23])([F:21])[F:22])=[CH:17][C:12]([C:10]([NH:9][C:3]([CH3:8])([C:1]3[N:29]=[N:30][NH:31][N:2]=3)[CH2:4][CH:5]3[CH2:6][CH2:7]3)=[O:11])=[N:13][CH:14]=2)[CH2:25][CH2:26]1. The yield is 0.710. (6) The reactants are [O:1]=[O+][O-].[CH2:4]([O:7][CH:8]1[CH2:25][CH2:24][C:11]2([CH2:16][CH2:15][N:14]([C:17]([O:19][C:20]([CH3:23])([CH3:22])[CH3:21])=[O:18])[CH2:13][CH2:12]2)[CH2:10][CH2:9]1)[CH:5]=C.CSC. The catalyst is CO. The product is [O:1]=[CH:5][CH2:4][O:7][CH:8]1[CH2:9][CH2:10][C:11]2([CH2:12][CH2:13][N:14]([C:17]([O:19][C:20]([CH3:22])([CH3:23])[CH3:21])=[O:18])[CH2:15][CH2:16]2)[CH2:24][CH2:25]1. The yield is 0.990. (7) The reactants are [C:1]1([OH:7])[CH:6]=[CH:5][CH:4]=[CH:3][CH:2]=1.I[CH2:9][CH3:10].C(=O)([O-])[O-].[K+].[K+]. The catalyst is O1CCCC1.CS(C)=O. The product is [CH2:9]([O:7][C:1]1[CH:6]=[CH:5][CH:4]=[CH:3][CH:2]=1)[CH3:10]. The yield is 0.770.